This data is from Forward reaction prediction with 1.9M reactions from USPTO patents (1976-2016). The task is: Predict the product of the given reaction. (1) Given the reactants [CH2:1]([O:3][C:4]([C:6]1[C:7]([CH3:30])=[C:8]2[C:13](=[CH:14][C:15]=1[CH3:16])[N:12]=[C:11]([CH2:17][CH2:18][C:19](O)=[O:20])[N:10]([C:22]1[CH:27]=[CH:26][CH:25]=[CH:24][C:23]=1[Cl:28])[C:9]2=[O:29])=[O:5])[CH3:2].C(OC(C1C(C)=[C:38]2C(=CC=1C)N=C(CCC(OCC)=O)[N:40](C1C=CC=CC=1Cl)[C:39]2=O)=O)C, predict the reaction product. The product is: [CH2:1]([O:3][C:4]([C:6]1[C:7]([CH3:30])=[C:8]2[C:13](=[CH:14][C:15]=1[CH3:16])[N:12]=[C:11]([CH2:17][CH2:18][C:19](=[O:20])[NH:40][CH2:39][CH3:38])[N:10]([C:22]1[CH:27]=[CH:26][CH:25]=[CH:24][C:23]=1[Cl:28])[C:9]2=[O:29])=[O:5])[CH3:2]. (2) The product is: [C:1]([NH:8][C:9]1[CH:17]=[CH:16][CH:15]=[C:14]2[C:10]=1[C:11](=[O:42])[N:12]([C:19]1([CH2:27][CH2:28][CH2:29][CH2:30][NH:31][C:32](=[O:41])[O:33][CH2:34][C:35]3[CH:40]=[CH:39][CH:38]=[CH:37][CH:36]=3)[CH2:24][CH2:23][C:22](=[O:25])[NH:21][C:20]1=[O:26])[C:13]2=[O:18])(=[O:3])[CH3:2]. Given the reactants [C:1](OC(=O)C)(=[O:3])[CH3:2].[NH2:8][C:9]1[CH:17]=[CH:16][CH:15]=[C:14]2[C:10]=1[C:11](=[O:42])[N:12]([C:19]1([CH2:27][CH2:28][CH2:29][CH2:30][NH:31][C:32](=[O:41])[O:33][CH2:34][C:35]3[CH:40]=[CH:39][CH:38]=[CH:37][CH:36]=3)[CH2:24][CH2:23][C:22](=[O:25])[NH:21][C:20]1=[O:26])[C:13]2=[O:18], predict the reaction product.